Dataset: Forward reaction prediction with 1.9M reactions from USPTO patents (1976-2016). Task: Predict the product of the given reaction. Given the reactants Br[CH2:2][CH2:3][N:4]1[CH2:9][CH2:8][CH2:7][CH2:6][C:5]1=[O:10].Cl.[Cl:12][C:13]1[CH:18]=[CH:17][C:16]([NH:19]N)=[CH:15][CH:14]=1.[CH3:21][N:22]1[CH2:27][CH2:26][C:25](=O)[CH2:24][CH2:23]1, predict the reaction product. The product is: [Cl:12][C:13]1[CH:18]=[CH:17][C:16]2[N:19]([CH2:2][CH2:3][N:4]3[CH2:9][CH2:8][CH2:7][CH2:6][C:5]3=[O:10])[C:25]3[CH2:26][CH2:27][N:22]([CH3:21])[CH2:23][C:24]=3[C:15]=2[CH:14]=1.